The task is: Predict the reaction yield, written as a fraction of the theoretical maximum amount of product (1.0 means a 100% yield; for example, 0.34 means a 34% yield).. This data is from Reaction yield outcomes from USPTO patents with 853,638 reactions. (1) The reactants are [CH3:1][O:2][C:3]1([CH2:10][NH2:11])[CH:7]=[CH:6][CH:5]([O:8][CH3:9])[O:4]1.C1(C)C=CC=CC=1.[C:19](OC(=O)C)(=[O:21])[CH3:20]. The catalyst is N1C=CC=CC=1. The product is [CH3:1][O:2][C:3]1([CH2:10][NH:11][C:19](=[O:21])[CH3:20])[CH2:7][CH:6]=[C:5]([O:8][CH3:9])[O:4]1. The yield is 0.310. (2) The reactants are Cl.[CH2:2]([N:9]1[CH2:14][CH2:13][CH2:12][C:11](=O)[CH2:10]1)[C:3]1[CH:8]=[CH:7][CH:6]=[CH:5][CH:4]=1.[NH:16]([C:18]([O:20][C:21]([CH3:24])([CH3:23])[CH3:22])=[O:19])[NH2:17].CC(O)=O.[BH3-]C#N.[Na+]. The catalyst is ClCCCl. The yield is 1.00. The product is [CH2:2]([N:9]1[CH2:14][CH2:13][CH2:12][CH:11]([NH:17][NH:16][C:18]([O:20][C:21]([CH3:24])([CH3:23])[CH3:22])=[O:19])[CH2:10]1)[C:3]1[CH:8]=[CH:7][CH:6]=[CH:5][CH:4]=1. (3) The reactants are [Cl:1][C:2]1[CH:22]=[CH:21][C:5]([O:6][C:7]2[CH:8]=[C:9]([NH:13][CH2:14][CH:15]([OH:20])[C:16]([F:19])([F:18])[F:17])[CH:10]=[CH:11][CH:12]=2)=[CH:4][C:3]=1[CH2:23][CH3:24].[CH:25]1([CH:31]=O)[CH2:30][CH2:29][CH2:28][CH2:27][CH2:26]1.C(O[BH-](OC(=O)C)OC(=O)C)(=O)C.[Na+].C(O)(=O)C. The catalyst is O1CCCC1. The product is [Cl:1][C:2]1[CH:22]=[CH:21][C:5]([O:6][C:7]2[CH:8]=[C:9]([N:13]([CH2:31][CH:25]3[CH2:30][CH2:29][CH2:28][CH2:27][CH2:26]3)[CH2:14][CH:15]([OH:20])[C:16]([F:18])([F:19])[F:17])[CH:10]=[CH:11][CH:12]=2)=[CH:4][C:3]=1[CH2:23][CH3:24]. The yield is 0.610. (4) The reactants are [CH2:1]([OH:6])[CH2:2][CH2:3][C:4]#[CH:5].[Br:7][C:8]1[CH:13]=[CH:12][C:11](I)=[CH:10][CH:9]=1.[N-:15]=[N+:16]=[N-:17].[Na+].N1CCC[C@H]1C(O)=O.C([O-])([O-])=O.[Na+].[Na+].O=C1O[C@H]([C@H](CO)O)C([O-])=C1O.[Na+]. The catalyst is O.CS(C)=O. The product is [Br:7][C:8]1[CH:13]=[CH:12][C:11]([N:15]2[CH:5]=[C:4]([CH2:3][CH2:2][CH2:1][OH:6])[N:17]=[N:16]2)=[CH:10][CH:9]=1. The yield is 0.530. (5) The reactants are [CH:1](=O)[CH2:2][CH2:3][C:4]1[CH:9]=[CH:8][CH:7]=[CH:6][CH:5]=1.[C:11]1(=[O:21])[NH:15][C:14](=[O:16])[C:13]2=[CH:17][CH:18]=[CH:19][CH:20]=[C:12]12.N[CH:23]1C2(C)[C:27]([C:34]3[CH:39]=[CH:38][CH:37]=[C:36]([O:40][CH3:41])[CH:35]=3)([CH2:28][CH2:29][CH2:30][CH2:31]2)[CH2:26][CH2:25][NH:24]1.C(O[BH-](OC(=O)C)OC(=O)C)(=O)C.[Na+].Cl[CH2:57][CH2:58]Cl. No catalyst specified. The product is [C:11]1(=[O:21])[NH:15][C:14](=[O:16])[C:13]2=[CH:17][CH:18]=[CH:19][CH:20]=[C:12]12.[C:4]1([CH2:3][CH2:2][CH2:1][N:24]2[CH2:25][CH2:26][C:27]3([C:34]4[CH:39]=[CH:38][CH:37]=[C:36]([O:40][CH3:41])[CH:35]=4)[C:57]([CH3:58])([CH2:31][CH2:30][CH:29]([NH2:15])[CH2:28]3)[CH2:23]2)[CH:9]=[CH:8][CH:7]=[CH:6][CH:5]=1. The yield is 0.870. (6) The reactants are CCN(C(C)C)C(C)C.[CH3:10][O:11][C:12]([C:14]1[NH:18][C:17]2[CH:19]=[CH:20][C:21]([NH2:23])=[CH:22][C:16]=2[N:15]=1)=[O:13].[C:24]1([S:30](Cl)(=[O:32])=[O:31])[CH:29]=[CH:28][CH:27]=[CH:26][CH:25]=1. The catalyst is C1COCC1. The product is [CH3:10][O:11][C:12]([C:14]1[NH:18][C:17]2[CH:19]=[CH:20][C:21]([NH:23][S:30]([C:24]3[CH:29]=[CH:28][CH:27]=[CH:26][CH:25]=3)(=[O:32])=[O:31])=[CH:22][C:16]=2[N:15]=1)=[O:13]. The yield is 0.970.